Dataset: Full USPTO retrosynthesis dataset with 1.9M reactions from patents (1976-2016). Task: Predict the reactants needed to synthesize the given product. (1) Given the product [CH3:27][O:26][C:22](=[O:25])[C:23]1[CH:24]=[C:18]([CH:17]=[CH:6][C:5]([O:4][CH2:1][CH3:2])=[O:7])[CH:19]=[N:20][C:12]=1[NH:11][C:8](=[O:10])[CH3:9], predict the reactants needed to synthesize it. The reactants are: [C:1]([O:4][C:5](=[O:7])[CH3:6])(=O)[CH3:2].[C:8]([NH:11][C:12]1[N:20]=[CH:19][C:18](Br)=[CH:17]C=1C(O)=O)(=[O:10])[CH3:9].[C:22]([O:26][CH2:27]C)(=[O:25])[CH:23]=[CH2:24].C(N(C(C)C)CC)(C)C.CC1C=CC=CC=1P(C1C=CC=CC=1C)C1C=CC=CC=1C. (2) Given the product [CH3:22][O:23][C:24]1[CH:29]=[C:28]([O:30][CH3:31])[N:27]=[CH:26][C:25]=1[NH:32][CH2:5][C@:4]1([OH:6])[CH2:7][CH2:8][CH2:9][C@@:2]([CH2:10][N:11]2[C:15]3[CH:16]=[C:17]([C:20]#[N:21])[CH:18]=[CH:19][C:14]=3[N:13]=[CH:12]2)([CH3:1])[CH2:3]1, predict the reactants needed to synthesize it. The reactants are: [CH3:1][C@:2]1([CH2:10][N:11]2[C:15]3[CH:16]=[C:17]([C:20]#[N:21])[CH:18]=[CH:19][C:14]=3[N:13]=[CH:12]2)[CH2:9][CH2:8][CH2:7][C@:4]2([O:6][CH2:5]2)[CH2:3]1.[CH3:22][O:23][C:24]1[CH:29]=[C:28]([O:30][CH3:31])[N:27]=[CH:26][C:25]=1[NH2:32]. (3) Given the product [Br:35][C:36]1[CH:41]=[CH:40][C:39]([CH2:42][O:1][CH:2]2[CH:7]([C:8]3[CH:13]=[CH:12][C:11]([O:14][CH2:15][CH2:16][CH2:17][O:18][CH2:19][C:20]4[CH:25]=[CH:24][CH:23]=[CH:22][C:21]=4[O:26][CH3:27])=[CH:10][CH:9]=3)[CH2:6][CH2:5][N:4]([C:28]([O:30][C:31]([CH3:34])([CH3:33])[CH3:32])=[O:29])[CH2:3]2)=[CH:38][C:37]=1[N+:44]([O-:46])=[O:45], predict the reactants needed to synthesize it. The reactants are: [OH:1][CH:2]1[CH:7]([C:8]2[CH:13]=[CH:12][C:11]([O:14][CH2:15][CH2:16][CH2:17][O:18][CH2:19][C:20]3[CH:25]=[CH:24][CH:23]=[CH:22][C:21]=3[O:26][CH3:27])=[CH:10][CH:9]=2)[CH2:6][CH2:5][N:4]([C:28]([O:30][C:31]([CH3:34])([CH3:33])[CH3:32])=[O:29])[CH2:3]1.[Br:35][C:36]1[CH:41]=[CH:40][C:39]([CH2:42]Br)=[CH:38][C:37]=1[N+:44]([O-:46])=[O:45]. (4) Given the product [NH2:7][CH2:8][CH2:9][NH:10][C:11]([C:13]1[S:29][C:16]2=[N:17][C:18]3[C:23]([CH:24]=[C:15]2[CH:14]=1)=[CH:22][C:21]([C:25]([CH3:27])([CH3:26])[CH3:28])=[CH:20][CH:19]=3)=[O:12], predict the reactants needed to synthesize it. The reactants are: C(OC(=O)[NH:7][CH2:8][CH2:9][NH:10][C:11]([C:13]1[S:29][C:16]2=[N:17][C:18]3[C:23]([CH:24]=[C:15]2[CH:14]=1)=[CH:22][C:21]([C:25]([CH3:28])([CH3:27])[CH3:26])=[CH:20][CH:19]=3)=[O:12])(C)(C)C.FC(F)(F)C(O)=O. (5) The reactants are: [F:1][C:2]1[CH:7]=[CH:6][CH:5]=[CH:4][C:3]=1[C:8]1[C:20]2[C:19]3[C:14](=[CH:15][C:16](C=O)=[CH:17][CH:18]=3)[NH:13][C:12]=2[C:11]([C:23]([NH2:25])=[O:24])=[CH:10][CH:9]=1.OO.S(=O)(=O)(O)[OH:29].[OH-].[Na+]. Given the product [F:1][C:2]1[CH:7]=[CH:6][CH:5]=[CH:4][C:3]=1[C:8]1[C:20]2[C:19]3[C:14](=[CH:15][C:16]([OH:29])=[CH:17][CH:18]=3)[NH:13][C:12]=2[C:11]([C:23]([NH2:25])=[O:24])=[CH:10][CH:9]=1, predict the reactants needed to synthesize it. (6) Given the product [CH2:1]([O:3][C:4]([C:6]1[C:7]2[S:15][CH:14]=[C:13]([CH2:16][O:33][C:22]3[CH:23]=[C:24]([C:27]4[O:28][C:29]([CH3:32])=[N:30][N:31]=4)[CH:25]=[CH:26][C:21]=3[CH3:20])[C:8]=2[C:9]([Cl:12])=[N:10][CH:11]=1)=[O:5])[CH3:2], predict the reactants needed to synthesize it. The reactants are: [CH2:1]([O:3][C:4]([C:6]1[C:7]2[S:15][CH:14]=[C:13]([CH2:16]Br)[C:8]=2[C:9]([Cl:12])=[N:10][CH:11]=1)=[O:5])[CH3:2].[I-].[K+].[CH3:20][C:21]1[CH:26]=[CH:25][C:24]([C:27]2[O:28][C:29]([CH3:32])=[N:30][N:31]=2)=[CH:23][C:22]=1[OH:33].C(=O)([O-])[O-].[K+].[K+].C1OCCOCCOCCOCCOCCOC1. (7) Given the product [O:1]1[CH:5]=[CH:4][CH:3]=[C:2]1[C:6]1[O:7][C:8]([CH3:41])=[C:9]([CH2:11][O:12][C:13]2[CH:38]=[CH:37][C:16]([CH2:17][O:18][C:19]3[CH:23]=[C:22](/[CH:24]=[CH:25]/[C:26]([OH:28])=[O:27])[N:21]([C:31]4[CH:36]=[CH:35][CH:34]=[CH:33][CH:32]=4)[N:20]=3)=[CH:15][C:14]=2[O:39][CH3:40])[N:10]=1, predict the reactants needed to synthesize it. The reactants are: [O:1]1[CH:5]=[CH:4][CH:3]=[C:2]1[C:6]1[O:7][C:8]([CH3:41])=[C:9]([CH2:11][O:12][C:13]2[CH:38]=[CH:37][C:16]([CH2:17][O:18][C:19]3[CH:23]=[C:22](/[CH:24]=[CH:25]/[C:26]([O:28]CC)=[O:27])[N:21]([C:31]4[CH:36]=[CH:35][CH:34]=[CH:33][CH:32]=4)[N:20]=3)=[CH:15][C:14]=2[O:39][CH3:40])[N:10]=1.O1CCCC1.[OH-].[Na+].Cl. (8) The reactants are: CS[C:3]1[C:11]2[C:6](=[CH:7][CH:8]=[C:9]([C:12]3[CH:13]=[C:14]([NH:18][C@H:19]([C:22]4[CH:27]=[CH:26][CH:25]=[CH:24][CH:23]=4)[CH2:20][OH:21])[CH:15]=[N:16][CH:17]=3)[CH:10]=2)[NH:5][N:4]=1.O[O:29][S:30]([O-:32])=O.[K+].[CH3:34]N(C=O)C. Given the product [CH3:34][S:30]([C:3]1[C:11]2[C:6](=[CH:7][CH:8]=[C:9]([C:12]3[CH:13]=[C:14]([NH:18][C@H:19]([C:22]4[CH:27]=[CH:26][CH:25]=[CH:24][CH:23]=4)[CH2:20][OH:21])[CH:15]=[N:16][CH:17]=3)[CH:10]=2)[NH:5][N:4]=1)(=[O:32])=[O:29], predict the reactants needed to synthesize it. (9) Given the product [CH3:21][C:22]1[CH:27]=[C:26]([CH3:28])[CH:25]=[CH:24][C:23]=1[N:29]1[CH2:30][CH2:31][N:32]([C:9]([C:8]2[CH:14]=[CH:15][C:16]([N+:18]([O-:20])=[O:19])=[CH:17][C:7]=2[N:1]2[CH2:2][CH2:3][O:4][CH2:5][CH2:6]2)=[O:11])[CH2:33][CH2:34]1, predict the reactants needed to synthesize it. The reactants are: [N:1]1([C:7]2[CH:17]=[C:16]([N+:18]([O-:20])=[O:19])[CH:15]=[CH:14][C:8]=2[C:9]([O:11]CC)=O)[CH2:6][CH2:5][O:4][CH2:3][CH2:2]1.[CH3:21][C:22]1[CH:27]=[C:26]([CH3:28])[CH:25]=[CH:24][C:23]=1[N:29]1[CH2:34][CH2:33][NH:32][CH2:31][CH2:30]1.[OH-].[Na+].Cl.O.[Cl-].COC1N=C(OC)N=C([N+]2(C)CCOCC2)N=1. (10) Given the product [NH:2]1[CH:3]=[C:4]([C:6]2[CH:22]=[CH:21][C:9]3[C:10]4[N:11]=[C:12]([C:18]([N:23]5[CH2:28][CH2:27][CH2:26][CH:25]([C:29]([OH:31])=[O:30])[CH2:24]5)=[O:20])[S:13][C:14]=4[CH2:15][CH2:16][O:17][C:8]=3[CH:7]=2)[CH:5]=[N:1]1, predict the reactants needed to synthesize it. The reactants are: [NH:1]1[CH:5]=[C:4]([C:6]2[CH:22]=[CH:21][C:9]3[C:10]4[N:11]=[C:12]([C:18]([OH:20])=O)[S:13][C:14]=4[CH2:15][CH2:16][O:17][C:8]=3[CH:7]=2)[CH:3]=[N:2]1.[NH:23]1[CH2:28][CH2:27][CH2:26][CH:25]([C:29]([OH:31])=[O:30])[CH2:24]1.